This data is from Reaction yield outcomes from USPTO patents with 853,638 reactions. The task is: Predict the reaction yield, written as a fraction of the theoretical maximum amount of product (1.0 means a 100% yield; for example, 0.34 means a 34% yield). The reactants are [CH3:1][O:2][CH:3]([O:40][CH3:41])[CH2:4][NH:5][C:6]([CH:8]([CH2:34][CH2:35][C:36]([OH:39])([CH3:38])[CH3:37])[CH2:9][CH:10]([OH:33])[CH:11]([NH:20][C:21]([C:23]1[CH:32]=[N:31][C:30]2[C:25](=[CH:26][CH:27]=[CH:28][CH:29]=2)[N:24]=1)=[O:22])[CH2:12][C:13]1[CH:18]=[CH:17][CH:16]=[C:15]([F:19])[CH:14]=1)=[O:7].CN(C1C=CC=CN=1)C.[C:51](OC(=O)C)(=[O:53])[CH3:52]. The product is [CH3:1][O:2][CH:3]([O:40][CH3:41])[CH2:4][NH:5][C:6]([CH:8]([CH2:34][CH2:35][C:36]([OH:39])([CH3:37])[CH3:38])[CH2:9][CH:10]([O:33][C:51](=[O:53])[CH3:52])[CH:11]([NH:20][C:21]([C:23]1[CH:32]=[N:31][C:30]2[C:25](=[CH:26][CH:27]=[CH:28][CH:29]=2)[N:24]=1)=[O:22])[CH2:12][C:13]1[CH:18]=[CH:17][CH:16]=[C:15]([F:19])[CH:14]=1)=[O:7]. The yield is 0.960. The catalyst is N1C=CC=CC=1.C(Cl)Cl.